Dataset: Reaction yield outcomes from USPTO patents with 853,638 reactions. Task: Predict the reaction yield, written as a fraction of the theoretical maximum amount of product (1.0 means a 100% yield; for example, 0.34 means a 34% yield). (1) The reactants are [CH:1]1[C:18]2=[C:19]3[C:8]([C:9]4[C:20]5[C:13](=[CH:14][CH:15]=[CH:16][C:17]2=5)[CH:12]=[CH:11][CH:10]=4)=[CH:7][CH:6]=[CH:5][C:4]3=[C:3]([C:21]#[C:22][C:23]2[C:24](=[O:43])[NH:25][C:26](=[O:42])[N:27]([CH:41]=2)[C@@H:28]2[O:40][C@H:31]([CH2:32][O:33]C(=O)C(C)(C)C)[CH2:30][CH2:29]2)[CH:2]=1.CO. The catalyst is C(O)(=O)C. The product is [CH:1]1[C:18]2=[C:19]3[C:8]([C:9]4[C:20]5[C:13](=[CH:14][CH:15]=[CH:16][C:17]2=5)[CH:12]=[CH:11][CH:10]=4)=[CH:7][CH:6]=[CH:5][C:4]3=[C:3]([C:21]#[C:22][C:23]2[C:24](=[O:43])[NH:25][C:26](=[O:42])[N:27]([CH:41]=2)[C@@H:28]2[O:40][C@H:31]([CH2:32][OH:33])[CH2:30][CH2:29]2)[CH:2]=1. The yield is 0.430. (2) The product is [NH2:1][C:2]1[CH:11]=[CH:10][CH:9]=[C:8]2[C:3]=1[C:4]([OH:18])([C:14]([F:17])([F:15])[F:16])[CH2:5][C:6](=[O:13])[NH:7]2. The reactants are [NH2:1][C:2]1[CH:11]=[C:10](Cl)[CH:9]=[C:8]2[C:3]=1[C:4]([OH:18])([C:14]([F:17])([F:16])[F:15])[CH2:5][C:6](=[O:13])[NH:7]2.CC([O-])=O.[K+]. The yield is 1.00. The catalyst is C(O)C.[Pd]. (3) The reactants are [C:1]([C:5]1[N:9]([CH2:10][CH:11]2[CH2:16][CH2:15][C:14]([F:18])([F:17])[CH2:13][CH2:12]2)[C:8]2[CH:19]=[CH:20][C:21]([S:23](Cl)(=[O:25])=[O:24])=[CH:22][C:7]=2[N:6]=1)([CH3:4])([CH3:3])[CH3:2].[NH:27]1[CH:31]=[CH:30][CH:29]=[N:28]1. The catalyst is CC#N. The product is [C:1]([C:5]1[N:9]([CH2:10][CH:11]2[CH2:16][CH2:15][C:14]([F:18])([F:17])[CH2:13][CH2:12]2)[C:8]2[CH:19]=[CH:20][C:21]([S:23]([N:27]3[CH:31]=[CH:30][CH:29]=[N:28]3)(=[O:25])=[O:24])=[CH:22][C:7]=2[N:6]=1)([CH3:4])([CH3:3])[CH3:2]. The yield is 0.750.